The task is: Predict the reactants needed to synthesize the given product.. This data is from Full USPTO retrosynthesis dataset with 1.9M reactions from patents (1976-2016). (1) Given the product [Cl:19][C:20]1[CH:21]=[CH:22][C:23]([N:26]2[CH:30]=[CH:29][C:28]([O:31][CH2:2][C:3]3[C:8]([CH:9]([F:11])[F:10])=[CH:7][CH:6]=[CH:5][C:4]=3[N:12]3[C:16](=[O:17])[N:15]([CH3:18])[N:14]=[N:13]3)=[N:27]2)=[CH:24][CH:25]=1, predict the reactants needed to synthesize it. The reactants are: Br[CH2:2][C:3]1[C:8]([CH:9]([F:11])[F:10])=[CH:7][CH:6]=[CH:5][C:4]=1[N:12]1[C:16](=[O:17])[N:15]([CH3:18])[N:14]=[N:13]1.[Cl:19][C:20]1[CH:25]=[CH:24][C:23]([N:26]2[CH:30]=[CH:29][C:28]([OH:31])=[N:27]2)=[CH:22][CH:21]=1.C(=O)([O-])[O-].[K+].[K+].C(#N)C. (2) Given the product [CH3:24][C:20]1[N:21]=[CH:22][CH:23]=[C:18]2[C:17](=[O:26])[CH2:16][O:25][C:19]=12, predict the reactants needed to synthesize it. The reactants are: O1C2=CN=CC=C2C(=O)C1.C(OC([C:16]1[O:25][C:19]2=[C:20]([CH3:24])[N:21]=[CH:22][CH:23]=[C:18]2[C:17]=1[OH:26])=O)C. (3) Given the product [F:19][C:20]([F:29])([F:30])[O:21][C:22]1[CH:27]=[CH:26][C:25]([O:18][CH:7]2[CH2:6][CH2:5][CH2:10][CH2:9][N:8]2[C:11]([O:13][C:14]([CH3:17])([CH3:16])[CH3:15])=[O:12])=[CH:24][CH:23]=1, predict the reactants needed to synthesize it. The reactants are: CS([CH:5]1[CH2:10][CH2:9][N:8]([C:11]([O:13][C:14]([CH3:17])([CH3:16])[CH3:15])=[O:12])[CH:7]([OH:18])[CH2:6]1)(=O)=O.[F:19][C:20]([F:30])([F:29])[O:21][C:22]1[CH:27]=[CH:26][C:25](O)=[CH:24][CH:23]=1.[OH-].[Na+].FC(F)(F)OC1C=CC(OC2CCN(C(OC(C)(C)C)=O)CC2)=CC=1.N1(C(OC(C)(C)C)=O)CC=CCC1. (4) Given the product [OH:7][C:8]1[CH:9]=[CH:10][C:11]([CH:12]=[CH:13][C:14]([O:16][C@@H:17]2[CH:21]3[O:22][CH2:23][C@@H:24]([OH:25])[CH:20]3[O:19][CH2:18]2)=[O:15])=[CH:32][CH:33]=1, predict the reactants needed to synthesize it. The reactants are: O1CCCCC1[O:7][C:8]1[CH:33]=[CH:32][C:11]([CH:12]=[CH:13][C:14]([O:16][C@@H:17]2[CH:21]3[O:22][CH2:23][C@@H:24]([O:25]C4CCCCO4)[CH:20]3[O:19][CH2:18]2)=[O:15])=[CH:10][CH:9]=1.C1(C)C=CC(S([O-])(=O)=O)=CC=1.[NH+]1C=CC=CC=1.C(O)C. (5) Given the product [CH2:23]([NH:27][C:20]([C:17]1[CH:18]=[CH:19][C:14]([C:4]2[C:5]([C:12]#[N:13])=[CH:6][C:7]([O:10][CH3:11])=[C:8]([OH:9])[C:3]=2[C:1]#[N:2])=[CH:15][CH:16]=1)=[O:22])[CH2:24][CH2:25][CH3:26], predict the reactants needed to synthesize it. The reactants are: [C:1]([C:3]1[C:8]([OH:9])=[C:7]([O:10][CH3:11])[CH:6]=[C:5]([C:12]#[N:13])[C:4]=1[C:14]1[CH:19]=[CH:18][C:17]([C:20]([OH:22])=O)=[CH:16][CH:15]=1)#[N:2].[CH2:23]([NH2:27])[CH2:24][CH2:25][CH3:26].Cl.CN(C)CCCN=C=NCC.CCN(C(C)C)C(C)C.O.ON1C2C=CC=CC=2N=N1.[OH-].[Na+]. (6) The reactants are: [C:1]([C:5]1[O:9][N:8]=[C:7]([NH:10][C:11]([NH:13][C:14]2[CH:19]=[CH:18][CH:17]=[C:16]([SH:20])[CH:15]=2)=[O:12])[CH:6]=1)([CH3:4])([CH3:3])[CH3:2].[H-].[Na+].Cl[C:24]1[C:33]2[C:28](=[CH:29][C:30]([O:36][CH2:37][CH2:38][CH2:39][Cl:40])=[C:31]([O:34][CH3:35])[CH:32]=2)[N:27]=[CH:26][N:25]=1. Given the product [C:1]([C:5]1[O:9][N:8]=[C:7]([NH:10][C:11]([NH:13][C:14]2[CH:19]=[CH:18][CH:17]=[C:16]([S:20][C:24]3[C:33]4[C:28](=[CH:29][C:30]([O:36][CH2:37][CH2:38][CH2:39][Cl:40])=[C:31]([O:34][CH3:35])[CH:32]=4)[N:27]=[CH:26][N:25]=3)[CH:15]=2)=[O:12])[CH:6]=1)([CH3:4])([CH3:2])[CH3:3], predict the reactants needed to synthesize it. (7) Given the product [OH:16][CH2:15][C:14]([NH:13][C:11]([C:10]1[C:4]2[C:5](=[N:6][CH:7]=[C:2]([NH:34][C:32]3[CH:31]=[N:30][N:29]([CH3:28])[CH:33]=3)[N:3]=2)[N:8]([CH2:19][O:20][CH2:21][CH2:22][Si:23]([CH3:26])([CH3:25])[CH3:24])[CH:9]=1)=[O:12])([CH3:18])[CH3:17], predict the reactants needed to synthesize it. The reactants are: Br[C:2]1[N:3]=[C:4]2[C:10]([C:11]([NH:13][C:14]([CH3:18])([CH3:17])[CH2:15][OH:16])=[O:12])=[CH:9][N:8]([CH2:19][O:20][CH2:21][CH2:22][Si:23]([CH3:26])([CH3:25])[CH3:24])[C:5]2=[N:6][CH:7]=1.Cl.[CH3:28][N:29]1[CH:33]=[C:32]([NH2:34])[CH:31]=[N:30]1.C1C=CC(P(C2C(C3C(P(C4C=CC=CC=4)C4C=CC=CC=4)=CC=C4C=3C=CC=C4)=C3C(C=CC=C3)=CC=2)C2C=CC=CC=2)=CC=1.CC(C)([O-])C.[Na+]. (8) Given the product [OH:1][C:2]1[CH:9]=[CH:8][C:5]([CH:6]=[CH:9][C:2](=[O:14])[CH:3]=[CH:4][C:5]2[CH:8]=[CH:13][C:11]([OH:12])=[CH:10][CH:6]=2)=[CH:4][CH:3]=1, predict the reactants needed to synthesize it. The reactants are: [OH:1][C:2]1[CH:9]=[CH:8][C:5]([CH:6]=O)=[CH:4][CH:3]=1.[CH3:10][C:11]([CH3:13])=[O:12].[OH-:14].[Na+].O. (9) Given the product [CH:9]1([N:6]2[C:5]3[C:12]([O:14][C@@H:15]([C@H:17]4[CH2:21][NH:20][C:19](=[O:22])[CH2:18]4)[CH3:16])=[CH:13][C:2]([C:28]4[CH:33]=[N:32][CH:31]=[CH:30][N:29]=4)=[CH:3][C:4]=3[N:8]=[CH:7]2)[CH2:11][CH2:10]1, predict the reactants needed to synthesize it. The reactants are: Br[C:2]1[CH:13]=[C:12]([O:14][C@@H:15]([C@H:17]2[CH2:21][NH:20][C:19](=[O:22])[CH2:18]2)[CH3:16])[C:5]2[N:6]([CH:9]3[CH2:11][CH2:10]3)[CH:7]=[N:8][C:4]=2[CH:3]=1.C([Sn](CCCC)(CCCC)[C:28]1[CH:33]=[N:32][CH:31]=[CH:30][N:29]=1)CCC. (10) The reactants are: [CH2:1]([C:3]1[C:8](=[O:9])[N:7]2[N:10]=[CH:11][C:12]([C:13]#N)=[C:6]2[NH:5][C:4]=1[CH3:15])[CH3:2].[OH2:16]. Given the product [CH2:1]([C:3]1[C:8](=[O:9])[N:7]2[N:10]=[CH:11][C:12]([CH:13]=[O:16])=[C:6]2[NH:5][C:4]=1[CH3:15])[CH3:2], predict the reactants needed to synthesize it.